Dataset: Catalyst prediction with 721,799 reactions and 888 catalyst types from USPTO. Task: Predict which catalyst facilitates the given reaction. (1) Reactant: [OH:1][C:2]1[CH:3]=[C:4]([N:8]2[CH2:13][CH2:12][N:11]([C:14]([O:16][C:17]([CH3:20])([CH3:19])[CH3:18])=[O:15])[CH2:10][CH2:9]2)[CH:5]=[CH:6][CH:7]=1.C(=O)([O-])[O-].[K+].[K+].[Cl:27][C:28]1[CH:29]=[N:30][C:31]([N:38]2[CH2:41][CH:40](OS(C)(=O)=O)[CH2:39]2)=[C:32]([CH:37]=1)[C:33]([O:35]C)=[O:34].[OH-].[Na+]. Product: [C:17]([O:16][C:14]([N:11]1[CH2:12][CH2:13][N:8]([C:4]2[CH:3]=[C:2]([CH:7]=[CH:6][CH:5]=2)[O:1][CH:40]2[CH2:41][N:38]([C:31]3[N:30]=[CH:29][C:28]([Cl:27])=[CH:37][C:32]=3[C:33]([OH:35])=[O:34])[CH2:39]2)[CH2:9][CH2:10]1)=[O:15])([CH3:20])([CH3:19])[CH3:18]. The catalyst class is: 9. (2) Reactant: [C:1]([CH:5]1[CH:18]=[CH:17][C:16]2[C:7](=[C:8]3[C:13](=[CH:14][N:15]=2)[CH:12]=[CH:11][C:10]([C:19]([CH3:22])([CH3:21])[CH3:20])=[CH:9]3)[C:6]1=O)([CH3:4])([CH3:3])[CH3:2].P(Cl)(Cl)(Cl)(Cl)[Cl:25].[Cl-]. Product: [C:1]([C:5]1[CH:18]=[CH:17][C:16]2[C:7](=[C:8]3[C:13](=[C:14]([Cl:25])[N:15]=2)[CH:12]=[CH:11][C:10]([C:19]([CH3:22])([CH3:21])[CH3:20])=[CH:9]3)[CH:6]=1)([CH3:4])([CH3:3])[CH3:2]. The catalyst class is: 11. (3) Reactant: [F-].C([N+](CCCC)(CCCC)CCCC)CCC.[Si]([O:26][C@@H:27]([CH2:38][O:39][CH:40]1[CH2:43][CH2:42][CH2:41]1)[C:28]([NH:30][C:31]1[CH:36]=[CH:35][C:34]([CH3:37])=[CH:33][N:32]=1)=[O:29])(C(C)(C)C)(C)C. Product: [CH:40]1([O:39][CH2:38][C@H:27]([OH:26])[C:28]([NH:30][C:31]2[CH:36]=[CH:35][C:34]([CH3:37])=[CH:33][N:32]=2)=[O:29])[CH2:41][CH2:42][CH2:43]1. The catalyst class is: 7. (4) Product: [NH2:3][C:6]1[CH:7]=[N:8][N:9]([CH2:11][C:12]2[CH:17]=[CH:16][N:15]=[C:14]([C:18](=[O:20])[CH3:19])[CH:13]=2)[CH:10]=1. Reactant: N#N.[N+:3]([C:6]1[CH:7]=[N:8][N:9]([CH2:11][C:12]2[CH:17]=[CH:16][N:15]=[C:14]([C:18](=[O:20])[CH3:19])[CH:13]=2)[CH:10]=1)([O-])=O.[NH4+].[Cl-]. The catalyst class is: 314. (5) Reactant: C([O:3][C:4](=[O:25])[CH2:5][N:6]1[C:10]2([CH2:15][CH2:14][CH2:13][CH2:12][CH2:11]2)[N:9]=[C:8]([C:16]2[CH:21]=[CH:20][C:19]([O:22][CH3:23])=[CH:18][CH:17]=2)[C:7]1=[O:24])C.O.[OH-].[Na+].Cl. Product: [CH3:23][O:22][C:19]1[CH:18]=[CH:17][C:16]([C:8]2[C:7](=[O:24])[N:6]([CH2:5][C:4]([OH:25])=[O:3])[C:10]3([CH2:15][CH2:14][CH2:13][CH2:12][CH2:11]3)[N:9]=2)=[CH:21][CH:20]=1. The catalyst class is: 8. (6) Reactant: Cl[C:2]1[CH:3]=[C:4]2[C:9](=[C:10]([F:12])[CH:11]=1)[N:8]=[CH:7][CH:6]=[CH:5]2.CN1[CH2:18][CH2:17][CH2:16][C:15]1=O.C([Mg]Cl)CCC. Product: [CH2:15]([C:2]1[CH:3]=[C:4]2[C:9](=[C:10]([F:12])[CH:11]=1)[N:8]=[CH:7][CH:6]=[CH:5]2)[CH2:16][CH2:17][CH3:18]. The catalyst class is: 7. (7) Reactant: C([N-]C(C)C)(C)C.[Li+].[C:9]1([C:15]([C:33]2[CH:38]=[CH:37][CH:36]=[CH:35][CH:34]=2)([C:27]2[CH:32]=[CH:31][CH:30]=[CH:29][CH:28]=2)[N:16]2[C:20]([CH2:21][CH2:22][CH2:23][CH2:24][C:25]#[N:26])=[N:19][N:18]=[N:17]2)[CH:14]=[CH:13][CH:12]=[CH:11][CH:10]=1.[C:39]([O:47][C@@H:48]1[CH2:56][C@@H:51]2[O:52][C:53](=[O:55])[CH2:54][C@@H:50]2[C@H:49]1/[CH:57]=[CH:58]/[C@@H:59]([O:66][Si:67]([C:80]([CH3:83])([CH3:82])[CH3:81])([C:74]1[CH:79]=[CH:78][CH:77]=[CH:76][CH:75]=1)[C:68]1[CH:73]=[CH:72][CH:71]=[CH:70][CH:69]=1)[CH:60]([CH3:65])[CH2:61][CH2:62][CH2:63][CH3:64])(=[O:46])[C:40]1[CH:45]=[CH:44][CH:43]=[CH:42][CH:41]=1.C(=O)(O)[O-].[Na+]. Product: [C:39]([O:47][C@@H:48]1[CH2:56][C@@H:51]2[O:52][C:53]([CH:24]([CH2:23][CH2:22][CH2:21][C:20]3[N:16]([C:15]([C:33]4[CH:34]=[CH:35][CH:36]=[CH:37][CH:38]=4)([C:9]4[CH:14]=[CH:13][CH:12]=[CH:11][CH:10]=4)[C:27]4[CH:28]=[CH:29][CH:30]=[CH:31][CH:32]=4)[N:17]=[N:18][N:19]=3)[C:25]#[N:26])([OH:55])[CH2:54][C@@H:50]2[C@H:49]1/[CH:57]=[CH:58]/[C@@H:59]([O:66][Si:67]([C:80]([CH3:82])([CH3:81])[CH3:83])([C:74]1[CH:75]=[CH:76][CH:77]=[CH:78][CH:79]=1)[C:68]1[CH:73]=[CH:72][CH:71]=[CH:70][CH:69]=1)[CH:60]([CH3:65])[CH2:61][CH2:62][CH2:63][CH3:64])(=[O:46])[C:40]1[CH:41]=[CH:42][CH:43]=[CH:44][CH:45]=1. The catalyst class is: 1. (8) Reactant: [H-].[Na+].FC(F)(F)C1C=CNN=1.[CH3:12][C:13]1[NH:17][N:16]=[C:15]([C:18]([F:21])([F:20])[F:19])[CH:14]=1.CS([C:26]1[C:31]([C:32]2[CH:33]=[C:34]([C:38]([O:40][CH2:41][CH3:42])=[O:39])[CH:35]=[N:36][CH:37]=2)=[CH:30][N:29]=[C:28]([NH:43][C:44]2[CH:49]=[CH:48][CH:47]=[C:46]([S:50]([CH3:53])(=[O:52])=[O:51])[CH:45]=2)[N:27]=1)(=O)=O. Product: [CH3:53][S:50]([C:46]1[CH:45]=[C:44]([NH:43][C:28]2[N:29]=[C:30]([N:17]3[C:13]([CH3:12])=[CH:14][C:15]([C:18]([F:21])([F:20])[F:19])=[N:16]3)[C:31]([C:32]3[CH:33]=[C:34]([C:38]([O:40][CH2:41][CH3:42])=[O:39])[CH:35]=[N:36][CH:37]=3)=[CH:26][N:27]=2)[CH:49]=[CH:48][CH:47]=1)(=[O:51])=[O:52]. The catalyst class is: 18. (9) The catalyst class is: 4. Product: [CH2:15]([C:19]1[C:29]([CH2:30][C:31]2[N:36]=[C:35]([C:37]([O:39][CH3:40])=[O:38])[CH:34]=[CH:33][CH:32]=2)=[C:22]2[CH:23]=[CH:24][C:25]([O:27][CH3:28])=[CH:26][N:21]2[N:20]=1)[CH:16]([CH3:18])[CH3:17]. Reactant: FC(F)(F)C(O)=O.C([SiH](CC)CC)C.[CH2:15]([C:19]1[C:29]([CH:30](O)[C:31]2[N:36]=[C:35]([C:37]([O:39][CH3:40])=[O:38])[CH:34]=[CH:33][CH:32]=2)=[C:22]2[CH:23]=[CH:24][C:25]([O:27][CH3:28])=[CH:26][N:21]2[N:20]=1)[CH:16]([CH3:18])[CH3:17].C(=O)(O)[O-].[Na+]. (10) Reactant: [CH2:1]([CH:4]([NH:8][C:9]([NH:11][CH:12]([CH2:16][CH2:17][CH3:18])[CH2:13][CH2:14][CH3:15])=[O:10])[CH2:5][CH2:6][CH3:7])[CH2:2][CH3:3].[C:19](N1C=CN=C1)(N1C=CN=C1)=[O:20].CCCC(N)CCC.C(C(N(C(CCC)CCC)C(N)=[O:48])CCC)CC.[C:57](Cl)(=[O:62])[CH2:58][C:59](Cl)=[O:60].[CH3:64][N:65](C)[CH:66]=[O:67]. Product: [OH:62][C:57]1[N:11]([CH:12]([CH2:16][CH2:17][CH3:18])[CH2:13][CH2:14][CH3:15])[C:9](=[O:10])[N:8]([CH:4]([CH2:5][CH2:6][CH3:7])[CH2:1][CH2:2][CH3:3])[C:59](=[O:60])[C:58]=1[C:66]([NH:65][CH2:64][C:19]([OH:20])=[O:48])=[O:67]. The catalyst class is: 22.